Dataset: Forward reaction prediction with 1.9M reactions from USPTO patents (1976-2016). Task: Predict the product of the given reaction. (1) The product is: [CH3:9][C:8]1[S:7][C:6]([CH3:10])=[C:5]([CH2:11][C:12]2[S:25][C:17]3[C:18]([F:24])=[CH:19][C:20]([F:23])=[C:21]([F:22])[C:16]=3[N:13]=2)[C:4]=1[CH2:3][C:1]#[N:2]. Given the reactants [C:1]([CH2:3][C:4]1[C:5]([CH2:11][C:12]#[N:13])=[C:6]([CH3:10])[S:7][C:8]=1[CH3:9])#[N:2].Cl.N[C:16]1[C:21]([F:22])=[C:20]([F:23])[CH:19]=[C:18]([F:24])[C:17]=1[SH:25], predict the reaction product. (2) Given the reactants [CH:1]1([C@@H:4]([C:11]2[CH:16]=[CH:15][CH:14]=[C:13]([O:17][CH2:18][C:19]3[CH:24]=[N:23][C:22]([C:25]4[CH:30]=[C:29]([O:31][CH3:32])[CH:28]=[CH:27][C:26]=4[F:33])=[C:21]([N:34]([CH3:36])[CH3:35])[N:20]=3)[CH:12]=2)[CH2:5][C:6]([O:8]CC)=[O:7])[CH2:3][CH2:2]1.C1([C@@H](C2C=CC=C(OCC3C=NC(C4C=C(OC)C=CC=4F)=C(N(C)C(C)C)N=3)C=2)CC(OCC)=O)CC1.[OH-].[Na+], predict the reaction product. The product is: [CH:1]1([C@@H:4]([C:11]2[CH:16]=[CH:15][CH:14]=[C:13]([O:17][CH2:18][C:19]3[CH:24]=[N:23][C:22]([C:25]4[CH:30]=[C:29]([O:31][CH3:32])[CH:28]=[CH:27][C:26]=4[F:33])=[C:21]([N:34]([CH3:35])[CH3:36])[N:20]=3)[CH:12]=2)[CH2:5][C:6]([OH:8])=[O:7])[CH2:2][CH2:3]1. (3) Given the reactants [OH:1][CH2:2][CH2:3][O:4][C:5]1[CH:15]=[CH:14][C:8]([C:9]([O:11]CC)=[O:10])=[CH:7][C:6]=1[O:16][CH3:17].[OH-].[K+], predict the reaction product. The product is: [OH:1][CH2:2][CH2:3][O:4][C:5]1[CH:15]=[CH:14][C:8]([C:9]([OH:11])=[O:10])=[CH:7][C:6]=1[O:16][CH3:17].